This data is from Full USPTO retrosynthesis dataset with 1.9M reactions from patents (1976-2016). The task is: Predict the reactants needed to synthesize the given product. (1) Given the product [CH:1]1([C:4]([NH:6][C:7]2[N:8]=[C:9]3[CH:14]=[CH:13][C:12]([O:15][C:16]4[CH:17]=[C:18]([CH:23]=[CH:24][CH:25]=4)[C:19]([OH:21])=[O:20])=[N:11][N:10]3[CH:26]=2)=[O:5])[CH2:3][CH2:2]1, predict the reactants needed to synthesize it. The reactants are: [CH:1]1([C:4]([NH:6][C:7]2[N:8]=[C:9]3[CH:14]=[CH:13][C:12]([O:15][C:16]4[CH:17]=[C:18]([CH:23]=[CH:24][CH:25]=4)[C:19]([O:21]C)=[O:20])=[N:11][N:10]3[CH:26]=2)=[O:5])[CH2:3][CH2:2]1.[OH-].[Na+].Cl. (2) Given the product [CH3:2][C:3]1[N:4]([CH2:11][CH2:12][NH:13][C:17](=[O:18])[C:16]2[CH:20]=[CH:21][CH:22]=[C:23]([I:24])[CH:15]=2)[C:5]([N+:8]([O-:10])=[O:9])=[CH:6][N:7]=1, predict the reactants needed to synthesize it. The reactants are: Cl.[CH3:2][C:3]1[N:4]([CH2:11][CH2:12][NH2:13])[C:5]([N+:8]([O-:10])=[O:9])=[CH:6][N:7]=1.O=[C:15]1[CH:23]([I:24])[CH2:22][C:21](=O)[CH2:20][C:16]1(N1C=CC=C1)[C:17]([O-])=[O:18]. (3) Given the product [C:26]([O:25][C:23]([N:20]1[CH2:21][CH2:22][CH:17]([CH2:16][N:13]2[CH2:14][CH2:15][N:10]([S:7]([C:5]3[S:6][C:2]([CH:31]=[CH2:32])=[CH:3][CH:4]=3)(=[O:9])=[O:8])[CH2:11][C:12]2=[O:30])[CH2:18][CH2:19]1)=[O:24])([CH3:29])([CH3:28])[CH3:27], predict the reactants needed to synthesize it. The reactants are: Br[C:2]1[S:6][C:5]([S:7]([N:10]2[CH2:15][CH2:14][N:13]([CH2:16][CH:17]3[CH2:22][CH2:21][N:20]([C:23]([O:25][C:26]([CH3:29])([CH3:28])[CH3:27])=[O:24])[CH2:19][CH2:18]3)[C:12](=[O:30])[CH2:11]2)(=[O:9])=[O:8])=[CH:4][CH:3]=1.[CH:31]([Sn](CCCC)(CCCC)CCCC)=[CH2:32].[Cl-].[Li+].